Dataset: Forward reaction prediction with 1.9M reactions from USPTO patents (1976-2016). Task: Predict the product of the given reaction. (1) Given the reactants C([N:5]1[CH:9]([CH2:10][N:11]([CH3:15])[C:12](=[O:14])[CH3:13])[C:8]2[CH:16]=[C:17]([C:20]3[C:28]4[C:23](=[CH:24][C:25]([F:29])=[CH:26][CH:27]=4)[NH:22][CH:21]=3)[CH:18]=[CH:19][C:7]=2[S:6]1(=[O:31])=[O:30])(C)(C)C, predict the reaction product. The product is: [F:29][C:25]1[CH:24]=[C:23]2[C:28]([C:20]([C:17]3[CH:18]=[CH:19][C:7]4[S:6](=[O:31])(=[O:30])[NH:5][CH:9]([CH2:10][N:11]([CH3:15])[C:12](=[O:14])[CH3:13])[C:8]=4[CH:16]=3)=[CH:21][NH:22]2)=[CH:27][CH:26]=1. (2) The product is: [F:18][C:14]1([F:19])[C:2]2([CH2:3][CH2:4][CH:5]([C:8]([O:10][CH2:11][CH3:12])=[O:9])[CH2:6][CH2:7]2)[CH2:1]1. Given the reactants [CH2:1]=[C:2]1[CH2:7][CH2:6][CH:5]([C:8]([O:10][CH2:11][CH3:12])=[O:9])[CH2:4][CH2:3]1.Cl[C:14]([F:19])([F:18])C([O-])=O.[Na+], predict the reaction product. (3) Given the reactants [CH3:1][C:2]1C=CC(S(O)(=O)=O)=C[CH:7]=1.[CH3:12][O:13][C:14](=[O:27])[C:15]([C:20]1[CH:25]=[CH:24][C:23]([F:26])=[CH:22][CH:21]=1)([CH2:18][OH:19])[CH2:16][OH:17], predict the reaction product. The product is: [F:26][C:23]1[CH:22]=[CH:21][C:20]([C:15]2([C:14]([O:13][CH3:12])=[O:27])[CH2:18][O:19][C:2]([CH3:7])([CH3:1])[O:17][CH2:16]2)=[CH:25][CH:24]=1.